Dataset: Full USPTO retrosynthesis dataset with 1.9M reactions from patents (1976-2016). Task: Predict the reactants needed to synthesize the given product. (1) Given the product [CH2:1]([O:8][C@H:9]1[C@H:15]([O:16][CH2:17][C:18]2[CH:19]=[CH:20][CH:21]=[CH:22][CH:23]=2)[C@@H:14]([O:24][CH2:25][C:26]2[CH:31]=[CH:30][CH:29]=[CH:28][CH:27]=2)[C@:13]2([C:33]3[CH:38]=[CH:37][C:36]([Cl:39])=[C:35]([CH2:40][C:41]4[CH:46]=[CH:45][C:44]([O:47][CH2:48][CH3:49])=[C:43]([F:50])[C:42]=4[F:51])[CH:34]=3)[O:32][C@@:10]1([CH:52]=[O:53])[CH2:11][O:12]2)[C:2]1[CH:7]=[CH:6][CH:5]=[CH:4][CH:3]=1, predict the reactants needed to synthesize it. The reactants are: [CH2:1]([O:8][C@H:9]1[C@H:15]([O:16][CH2:17][C:18]2[CH:23]=[CH:22][CH:21]=[CH:20][CH:19]=2)[C@@H:14]([O:24][CH2:25][C:26]2[CH:31]=[CH:30][CH:29]=[CH:28][CH:27]=2)[C@:13]2([C:33]3[CH:38]=[CH:37][C:36]([Cl:39])=[C:35]([CH2:40][C:41]4[CH:46]=[CH:45][C:44]([O:47][CH2:48][CH3:49])=[C:43]([F:50])[C:42]=4[F:51])[CH:34]=3)[O:32][C@@:10]1([CH2:52][OH:53])[CH2:11][O:12]2)[C:2]1[CH:7]=[CH:6][CH:5]=[CH:4][CH:3]=1.I(C1C=CC=CC=1C(O)=O)(=O)=O. (2) Given the product [Cl:31][C:32]1[N:37]=[C:36]([O:1][C:2]2[CH:30]=[CH:29][CH:28]=[CH:27][C:3]=2[CH2:4][NH:5][C:6]([NH:8][C:9]2[N:13]([C:14]3[CH:15]=[CH:16][C:17]([CH3:20])=[CH:18][CH:19]=3)[N:12]=[C:11]([C:21]3[CH:25]=[CH:24][O:23][C:22]=3[CH3:26])[CH:10]=2)=[O:7])[CH:35]=[CH:34][N:33]=1, predict the reactants needed to synthesize it. The reactants are: [OH:1][C:2]1[CH:30]=[CH:29][CH:28]=[CH:27][C:3]=1[CH2:4][NH:5][C:6]([NH:8][C:9]1[N:13]([C:14]2[CH:19]=[CH:18][C:17]([CH3:20])=[CH:16][CH:15]=2)[N:12]=[C:11]([C:21]2[CH:25]=[CH:24][O:23][C:22]=2[CH3:26])[CH:10]=1)=[O:7].[Cl:31][C:32]1[N:37]=[C:36](Cl)[CH:35]=[CH:34][N:33]=1.[OH-].[Na+]. (3) The reactants are: [N:1]1[CH:6]=[CH:5][C:4]([CH:7]=O)=[CH:3][CH:2]=1.[CH3:9][C@H:10]1[CH2:15][NH:14][CH2:13][CH2:12][N:11]1[C:16]1[CH:17]=[CH:18][C:19]2[N:20]([C:22]([C:25]([F:28])([F:27])[F:26])=[N:23][N:24]=2)[N:21]=1. Given the product [CH3:9][C@H:10]1[CH2:15][N:14]([CH2:7][C:4]2[CH:5]=[CH:6][N:1]=[CH:2][CH:3]=2)[CH2:13][CH2:12][N:11]1[C:16]1[CH:17]=[CH:18][C:19]2[N:20]([C:22]([C:25]([F:27])([F:26])[F:28])=[N:23][N:24]=2)[N:21]=1, predict the reactants needed to synthesize it. (4) The reactants are: CC1C=CC(S(O[CH2:12][C@H:13]2[CH:22]=[CH:21][C:20]3[C:15](=[C:16]([C:24]4[C:29]([Cl:30])=[CH:28][CH:27]=[CH:26][C:25]=4[Cl:31])[CH:17]=[C:18]([F:23])[CH:19]=3)[O:14]2)(=O)=O)=CC=1.[N-:32]=[N+:33]=[N-:34].[Na+]. Given the product [N:32]([CH2:12][C@H:13]1[CH:22]=[CH:21][C:20]2[C:15](=[C:16]([C:24]3[C:29]([Cl:30])=[CH:28][CH:27]=[CH:26][C:25]=3[Cl:31])[CH:17]=[C:18]([F:23])[CH:19]=2)[O:14]1)=[N+:33]=[N-:34], predict the reactants needed to synthesize it. (5) Given the product [C:1]1([C:11]([NH:16][C:15]2[C:14]([C:13]([NH:29][CH2:28][CH:25]3[CH2:26][CH2:27][O:22][CH2:23][CH2:24]3)=[O:21])=[N:20][CH:19]=[CH:18][CH:17]=2)=[O:12])[C:10]2[C:5](=[CH:6][CH:7]=[CH:8][CH:9]=2)[CH:4]=[CH:3][CH:2]=1, predict the reactants needed to synthesize it. The reactants are: [C:1]1([C:11]2[O:12][C:13](=[O:21])[C:14]3[N:20]=[CH:19][CH:18]=[CH:17][C:15]=3[N:16]=2)[C:10]2[C:5](=[CH:6][CH:7]=[CH:8][CH:9]=2)[CH:4]=[CH:3][CH:2]=1.[O:22]1[CH2:27][CH2:26][CH:25]([CH2:28][NH2:29])[CH2:24][CH2:23]1. (6) Given the product [N:15]([CH:25]([C:22]1[CH:21]=[CH:20][C:19]([Cl:18])=[CH:24][N:23]=1)[CH3:26])=[N+:16]=[N-:17], predict the reactants needed to synthesize it. The reactants are: C1(P([N:15]=[N+:16]=[N-:17])(C2C=CC=CC=2)=O)C=CC=CC=1.[Cl:18][C:19]1[CH:20]=[CH:21][C:22]([CH:25](O)[CH3:26])=[N:23][CH:24]=1.N12CCCN=C1CCCCC2.O. (7) Given the product [CH:5]([O:6][S:8]([CH3:7])(=[O:10])=[O:9])=[CH:4][C:2](=[CH2:1])[CH3:3], predict the reactants needed to synthesize it. The reactants are: [CH3:1][C:2]([CH2:4][CH2:5][OH:6])=[CH2:3].[CH3:7][S:8](Cl)(=[O:10])=[O:9].